This data is from Full USPTO retrosynthesis dataset with 1.9M reactions from patents (1976-2016). The task is: Predict the reactants needed to synthesize the given product. Given the product [F:1][C:2]1[CH:7]=[CH:6][CH:5]=[C:4]([F:8])[C:3]=1[C:9]1[O:10][C:11]([NH:19][C:20]2[CH:25]=[CH:24][CH:23]=[CH:22][CH:21]=2)=[C:12]([C:14]([OH:16])=[O:15])[N:13]=1, predict the reactants needed to synthesize it. The reactants are: [F:1][C:2]1[CH:7]=[CH:6][CH:5]=[C:4]([F:8])[C:3]=1[C:9]1[O:10][C:11]([NH:19][C:20]2[CH:25]=[CH:24][CH:23]=[CH:22][CH:21]=2)=[C:12]([C:14]([O:16]CC)=[O:15])[N:13]=1.[OH-].C[Sn+](C)C.